Dataset: TCR-epitope binding with 47,182 pairs between 192 epitopes and 23,139 TCRs. Task: Binary Classification. Given a T-cell receptor sequence (or CDR3 region) and an epitope sequence, predict whether binding occurs between them. (1) The epitope is IYSKHTPINL. The TCR CDR3 sequence is CASSGAGGTDTQYF. Result: 0 (the TCR does not bind to the epitope). (2) The TCR CDR3 sequence is CASSSLGGKNYGYTF. The epitope is NLVPMVATV. Result: 1 (the TCR binds to the epitope).